From a dataset of Peptide-MHC class II binding affinity with 134,281 pairs from IEDB. Regression. Given a peptide amino acid sequence and an MHC pseudo amino acid sequence, predict their binding affinity value. This is MHC class II binding data. (1) The peptide sequence is KLQAAVMETDREN. The MHC is HLA-DPA10201-DPB10501 with pseudo-sequence HLA-DPA10201-DPB10501. The binding affinity (normalized) is 0. (2) The peptide sequence is LEAAVKQAYAATVAT. The MHC is HLA-DQA10102-DQB10602 with pseudo-sequence HLA-DQA10102-DQB10602. The binding affinity (normalized) is 0.634. (3) The peptide sequence is WENVPFCSHHFHELQ. The MHC is DRB5_0101 with pseudo-sequence DRB5_0101. The binding affinity (normalized) is 0. (4) The peptide sequence is FEFNKKAIETLNDNT. The MHC is DRB1_0401 with pseudo-sequence DRB1_0401. The binding affinity (normalized) is 0.0810. (5) The peptide sequence is LTEHGCNRLKRMAVS. The MHC is HLA-DQA10501-DQB10302 with pseudo-sequence HLA-DQA10501-DQB10302. The binding affinity (normalized) is 0.157. (6) The peptide sequence is TVYVGIVTMLSPMLHK. The MHC is DRB1_0901 with pseudo-sequence DRB1_0901. The binding affinity (normalized) is 0.756. (7) The peptide sequence is ISSQYYIQQNGNLCY. The MHC is DRB1_0404 with pseudo-sequence DRB1_0404. The binding affinity (normalized) is 0.512.